This data is from Reaction yield outcomes from USPTO patents with 853,638 reactions. The task is: Predict the reaction yield, written as a fraction of the theoretical maximum amount of product (1.0 means a 100% yield; for example, 0.34 means a 34% yield). (1) The reactants are [CH:1]1([O:6][C:7]2[N:12]=[CH:11][C:10]([NH2:13])=[CH:9][CH:8]=2)[CH2:5][CH2:4][CH2:3][CH2:2]1.Cl[C:15]([O:17][C:18]1[CH:23]=[CH:22][C:21]([N+:24]([O-:26])=[O:25])=[CH:20][CH:19]=1)=[O:16]. The catalyst is C1COCC1. The product is [N+:24]([C:21]1[CH:20]=[CH:19][C:18]([O:17][C:15](=[O:16])[NH:13][C:10]2[CH:11]=[N:12][C:7]([O:6][CH:1]3[CH2:2][CH2:3][CH2:4][CH2:5]3)=[CH:8][CH:9]=2)=[CH:23][CH:22]=1)([O-:26])=[O:25]. The yield is 0.770. (2) The reactants are [Br:1][C:2]1[C:3]([CH3:8])=[N:4][CH:5]=[CH:6][CH:7]=1.[OH:9]O. The catalyst is CC(O)=O. The product is [Br:1][C:2]1[C:3]([CH3:8])=[N+:4]([O-:9])[CH:5]=[CH:6][CH:7]=1. The yield is 0.840. (3) The reactants are N12CCCN=C1CCCCC2.Cl.[NH2:13][CH2:14][C:15]1[CH:23]=[CH:22][CH:21]=[C:20]2[C:16]=1[C:17](=[O:33])[N:18]([CH:25]1[CH2:30][CH2:29][C:28](=[O:31])[NH:27][C:26]1=[O:32])[C:19]2=[O:24].[C:34](Cl)(=[O:38])[CH:35]([CH3:37])[CH3:36]. The catalyst is CC#N. The product is [O:32]=[C:26]1[CH:25]([N:18]2[C:17](=[O:33])[C:16]3[C:20](=[CH:21][CH:22]=[CH:23][C:15]=3[CH2:14][NH:13][C:34](=[O:38])[CH:35]([CH3:37])[CH3:36])[C:19]2=[O:24])[CH2:30][CH2:29][C:28](=[O:31])[NH:27]1. The yield is 0.730. (4) The yield is 0.430. The reactants are [CH2:1]([O:3][C:4](=[O:12])[C:5]1[CH:10]=[CH:9][C:8]([NH2:11])=[CH:7][CH:6]=1)[CH3:2].[CH3:13][S:14]([C:17]1[CH:18]=[C:19]([CH:22]=[CH:23][CH:24]=1)[CH:20]=O)(=[O:16])=[O:15].O.[O-]S(C(F)(F)F)(=O)=O.[Yb+3].[O-]S(C(F)(F)F)(=O)=O.[O-]S(C(F)(F)F)(=O)=O.[CH2:51]=[C:52]([CH3:54])[CH3:53]. The product is [CH2:1]([O:3][C:4]([C:5]1[CH:10]=[C:9]2[C:8](=[CH:7][CH:6]=1)[NH:11][CH:20]([C:19]1[CH:22]=[CH:23][CH:24]=[C:17]([S:14]([CH3:13])(=[O:16])=[O:15])[CH:18]=1)[CH2:51][C:52]2([CH3:54])[CH3:53])=[O:12])[CH3:2]. The catalyst is C(#N)C. (5) The reactants are [CH3:1][C:2]([OH:6])([CH:4]=[CH2:5])[CH3:3].[C:7]1([CH:14]=[CH:13][C:11](O)=[CH:10][CH:9]=1)[OH:8]. The catalyst is C(O)=O. The product is [CH3:1][C:2]1([CH3:3])[CH2:4][CH2:5][C:13]2[C:11](=[CH:10][CH:9]=[C:7]([OH:8])[CH:14]=2)[O:6]1. The yield is 0.310. (6) The reactants are C(OC(=O)[N:7]([C:15]1[S:16][C:17]([CH2:21][C:22]2[C:30]3[C:25](=[N:26][CH:27]=[CH:28][CH:29]=3)[NH:24][CH:23]=2)=[C:18]([Cl:20])[N:19]=1)[CH2:8][C:9]1[CH:14]=[CH:13][N:12]=[CH:11][CH:10]=1)(C)(C)C.Cl.C(=O)(O)[O-].[Na+]. The catalyst is ClCCl. The product is [Cl:20][C:18]1[N:19]=[C:15]([NH:7][CH2:8][C:9]2[CH:14]=[CH:13][N:12]=[CH:11][CH:10]=2)[S:16][C:17]=1[CH2:21][C:22]1[C:30]2[C:25](=[N:26][CH:27]=[CH:28][CH:29]=2)[NH:24][CH:23]=1. The yield is 0.700.